Task: Predict the product of the given reaction.. Dataset: Forward reaction prediction with 1.9M reactions from USPTO patents (1976-2016) (1) Given the reactants Br[C:2]1[CH:3]=[CH:4][C:5]2[N:9]=[C:8]([CH3:10])[N:7]([CH3:11])[C:6]=2[CH:12]=1.B1(B2OC(C)(C)C(C)(C)O2)OC(C)(C)C(C)(C)O1.C(Cl)Cl.CC([O-])=O.[K+].Br[C:40]1[S:41][C:42]2[C:48]([C:49]3[CH:54]=[CH:53][C:52]([Cl:55])=[CH:51][CH:50]=3)=[C:47]([C@H:56]([O:62][C:63]([CH3:66])([CH3:65])[CH3:64])[C:57]([O:59][CH2:60][CH3:61])=[O:58])[C:46]([CH3:67])=[CH:45][C:43]=2[N:44]=1.C([O-])([O-])=O.[K+].[K+], predict the reaction product. The product is: [C:63]([O:62][C@@H:56]([C:47]1[C:46]([CH3:67])=[CH:45][C:43]2[N:44]=[C:40]([C:2]3[CH:3]=[CH:4][C:5]4[N:9]=[C:8]([CH3:10])[N:7]([CH3:11])[C:6]=4[CH:12]=3)[S:41][C:42]=2[C:48]=1[C:49]1[CH:50]=[CH:51][C:52]([Cl:55])=[CH:53][CH:54]=1)[C:57]([O:59][CH2:60][CH3:61])=[O:58])([CH3:64])([CH3:65])[CH3:66]. (2) Given the reactants [NH2:1][C:2]1[NH:6][N:5]=[N:4][N:3]=1.Cl[CH2:8][C:9]([O:11][CH3:12])=[O:10].[OH-].[K+], predict the reaction product. The product is: [CH3:12][O:11][C:9](=[O:10])[CH2:8][N:4]1[N:5]=[N:6][C:2]([NH2:1])=[N:3]1.